Dataset: Forward reaction prediction with 1.9M reactions from USPTO patents (1976-2016). Task: Predict the product of the given reaction. (1) Given the reactants [CH:1](=[O:10])[CH:2]=[CH:3][C:4]1[CH:9]=[CH:8][CH:7]=[CH:6][CH:5]=1.Br[CH2:12][C:13]1[CH:26]=[CH:25][CH:24]=[CH:23][C:14]=1[O:15][Si](C(C)(C)C)(C)C, predict the reaction product. The product is: [C:4]1([C@H:3]2[CH2:2][C:1](=[O:10])[O:15][C:14]3[CH:23]=[CH:24][CH:25]=[CH:26][C:13]=3[CH2:12]2)[CH:9]=[CH:8][CH:7]=[CH:6][CH:5]=1. (2) Given the reactants [CH:1]1([N:4]2[C:12]3[C:7](=[C:8]([O:18][CH3:19])[CH:9]=[C:10]([C:13]([O:15][CH2:16][CH3:17])=[O:14])[CH:11]=3)[CH:6]=[CH:5]2)[CH2:3][CH2:2]1.[C:20](OCCBr)(=[O:22])C, predict the reaction product. The product is: [CH:1]1([N:4]2[C:12]3[C:7](=[C:8]([O:18][CH2:19][CH2:20][OH:22])[CH:9]=[C:10]([C:13]([O:15][CH2:16][CH3:17])=[O:14])[CH:11]=3)[CH:6]=[CH:5]2)[CH2:2][CH2:3]1. (3) Given the reactants C(=O)(OC(C)(C)C)[O:2][C:3]1[N:12]=[CH:11][CH:10]=[C:9]2[C:4]=1[CH:5]=[C:6]([C:31]1[CH:36]=[CH:35][CH:34]=[CH:33][CH:32]=1)[C:7]([C:13]1[CH:18]=[CH:17][C:16]([C:19]3([NH:23][C:24]([O:26][C:27]([CH3:30])([CH3:29])[CH3:28])=[O:25])[CH2:22][CH2:21][CH2:20]3)=[CH:15][CH:14]=1)=[N:8]2, predict the reaction product. The product is: [OH:2][C:3]1[N:12]=[CH:11][CH:10]=[C:9]2[C:4]=1[CH:5]=[C:6]([C:31]1[CH:32]=[CH:33][CH:34]=[CH:35][CH:36]=1)[C:7]([C:13]1[CH:18]=[CH:17][C:16]([C:19]3([NH:23][C:24](=[O:25])[O:26][C:27]([CH3:30])([CH3:29])[CH3:28])[CH2:22][CH2:21][CH2:20]3)=[CH:15][CH:14]=1)=[N:8]2. (4) Given the reactants [CH3:1][NH:2][CH3:3].C1(C)C=CC(S(O[CH2:14][C:15]#[C:16][C:17]2[CH:22]=[CH:21][C:20]([N+:23]([O-:25])=[O:24])=[CH:19][CH:18]=2)(=O)=O)=CC=1, predict the reaction product. The product is: [CH3:1][N:2]([CH3:3])[CH2:14][C:15]#[C:16][C:17]1[CH:22]=[CH:21][C:20]([N+:23]([O-:25])=[O:24])=[CH:19][CH:18]=1.